This data is from Aqueous solubility values for 9,982 compounds from the AqSolDB database. The task is: Regression/Classification. Given a drug SMILES string, predict its absorption, distribution, metabolism, or excretion properties. Task type varies by dataset: regression for continuous measurements (e.g., permeability, clearance, half-life) or binary classification for categorical outcomes (e.g., BBB penetration, CYP inhibition). For this dataset (solubility_aqsoldb), we predict Y. The drug is Clc1cc(Oc2cc(Cl)c(Cl)c(Cl)c2Cl)c(Cl)c(Cl)c1Cl. The Y is -10.1 log mol/L.